This data is from Full USPTO retrosynthesis dataset with 1.9M reactions from patents (1976-2016). The task is: Predict the reactants needed to synthesize the given product. (1) The reactants are: [NH2:1][C:2]1[NH:3][C:4](=O)[C:5]2[CH2:10][CH:9]([CH3:11])[CH2:8][C:6]=2[N:7]=1.P(Cl)(Cl)([Cl:15])=O. Given the product [Cl:15][C:4]1[C:5]2[CH2:10][CH:9]([CH3:11])[CH2:8][C:6]=2[N:7]=[C:2]([NH2:1])[N:3]=1, predict the reactants needed to synthesize it. (2) Given the product [Cl:1][C:2]1[CH:7]=[CH:6][C:5]([C:8]([CH3:14])([CH3:13])[C:9]([OH:11])=[O:10])=[CH:4][C:3]=1[N+:15]([O-:17])=[O:16], predict the reactants needed to synthesize it. The reactants are: [Cl:1][C:2]1[CH:7]=[CH:6][C:5]([C:8]([CH3:14])([CH3:13])[C:9]([O:11]C)=[O:10])=[CH:4][C:3]=1[N+:15]([O-:17])=[O:16].[OH-].[K+]. (3) Given the product [Cl:39][C:23]1[C:24]([NH:26][C:27]2[C:37]([F:38])=[CH:36][CH:35]=[CH:34][C:28]=2[C:29]([NH:31][CH2:32][CH3:33])=[O:30])=[N:25][C:20]([NH:17][C:12]2[C:13]([O:15][CH3:16])=[CH:14][C:7]3[CH2:6][CH2:5][N:4]([CH2:3][CH:2]([F:1])[F:18])[CH2:10][CH2:9][C:8]=3[CH:11]=2)=[N:21][CH:22]=1, predict the reactants needed to synthesize it. The reactants are: [F:1][CH:2]([F:18])[CH2:3][N:4]1[CH2:10][CH2:9][C:8]2[CH:11]=[C:12]([NH2:17])[C:13]([O:15][CH3:16])=[CH:14][C:7]=2[CH2:6][CH2:5]1.Cl[C:20]1[N:25]=[C:24]([NH:26][C:27]2[C:37]([F:38])=[CH:36][CH:35]=[CH:34][C:28]=2[C:29]([NH:31][CH2:32][CH3:33])=[O:30])[C:23]([Cl:39])=[CH:22][N:21]=1. (4) The reactants are: [N:1]([C:4]1[S:5][C:6]2[CH2:7][CH2:8][O:9][C:10]3[CH:17]=[C:16]([Br:18])[CH:15]=[CH:14][C:11]=3[C:12]=2[N:13]=1)=[N+:2]=[N-:3].[CH3:19][CH:20]([CH3:23])[C:21]#[CH:22]. Given the product [Br:18][C:16]1[CH:15]=[CH:14][C:11]2[C:12]3[N:13]=[C:4]([N:1]4[C:21]([CH:20]([CH3:23])[CH3:19])=[CH:22][N:3]=[N:2]4)[S:5][C:6]=3[CH2:7][CH2:8][O:9][C:10]=2[CH:17]=1, predict the reactants needed to synthesize it. (5) The reactants are: [OH:1][C:2]1[CH:10]=[CH:9][CH:8]=[C:7]2[C:3]=1[CH2:4][CH2:5][C:6]2=[O:11].[CH3:12][N:13]([C:17]1[CH:22]=[CH:21][CH:20]=[CH:19][CH:18]=1)[C:14](Cl)=[O:15]. Given the product [O:11]=[C:6]1[C:7]2[C:3](=[C:2]([O:1][C:14](=[O:15])[N:13]([CH3:12])[C:17]3[CH:22]=[CH:21][CH:20]=[CH:19][CH:18]=3)[CH:10]=[CH:9][CH:8]=2)[CH2:4][CH2:5]1, predict the reactants needed to synthesize it. (6) Given the product [NH2:17][CH2:16][C:13]1[N:14]=[CH:15][C:10]([NH:9][C:6]2[CH:7]=[CH:8][C:3]([O:2][CH3:1])=[CH:4][C:5]=2[C:18]([F:21])([F:19])[F:20])=[CH:11][CH:12]=1, predict the reactants needed to synthesize it. The reactants are: [CH3:1][O:2][C:3]1[CH:8]=[CH:7][C:6]([NH:9][C:10]2[CH:11]=[CH:12][C:13]([C:16]#[N:17])=[N:14][CH:15]=2)=[C:5]([C:18]([F:21])([F:20])[F:19])[CH:4]=1.N. (7) Given the product [Cl:1][C:2]1[CH:7]=[C:6]2[NH:8][C:9](=[O:27])[C:10]3([CH:15]([CH:16]([CH3:18])[CH3:17])[CH2:14][C:13](=[S:37])[NH:12][CH:11]3[C:20]3[CH:25]=[CH:24][CH:23]=[C:22]([Cl:26])[CH:21]=3)[C:5]2=[CH:4][CH:3]=1, predict the reactants needed to synthesize it. The reactants are: [Cl:1][C:2]1[CH:7]=[C:6]2[NH:8][C:9](=[O:27])[C:10]3([CH:15]([CH:16]([CH3:18])[CH3:17])[CH2:14][C:13](=O)[NH:12][CH:11]3[C:20]3[CH:25]=[CH:24][CH:23]=[C:22]([Cl:26])[CH:21]=3)[C:5]2=[CH:4][CH:3]=1.COC1C=CC(P2(=S)SP(=S)(C3C=CC(OC)=CC=3)[S:37]2)=CC=1. (8) Given the product [C:1]([O:5][C:6]([N:8]1[CH2:9][CH2:10][CH:11]([C:12](=[O:14])[NH:29][CH2:28][CH2:27][N:26]([CH3:30])[CH3:25])[CH2:15][CH2:16]1)=[O:7])([CH3:2])([CH3:3])[CH3:4], predict the reactants needed to synthesize it. The reactants are: [C:1]([O:5][C:6]([N:8]1[CH2:16][CH2:15][CH:11]([C:12]([OH:14])=O)[CH2:10][CH2:9]1)=[O:7])([CH3:4])([CH3:3])[CH3:2].C(OC(Cl)=O)C(C)C.[CH3:25][N:26]([CH3:30])[CH2:27][CH2:28][NH2:29].